Dataset: Forward reaction prediction with 1.9M reactions from USPTO patents (1976-2016). Task: Predict the product of the given reaction. Given the reactants C1(C)C=CC=CC=1.[CH3:8][O:9][C:10]1[CH:19]=[C:18]2[C:13]([CH2:14][CH2:15][CH:16]([CH2:20][CH2:21]O)[CH2:17]2)=[CH:12][CH:11]=1.N1C=CC=CC=1.P(Br)(Br)[Br:30], predict the reaction product. The product is: [Br:30][CH2:21][CH2:20][CH:16]1[CH2:15][CH2:14][C:13]2[C:18](=[CH:19][C:10]([O:9][CH3:8])=[CH:11][CH:12]=2)[CH2:17]1.